Regression. Given a peptide amino acid sequence and an MHC pseudo amino acid sequence, predict their binding affinity value. This is MHC class II binding data. From a dataset of Peptide-MHC class II binding affinity with 134,281 pairs from IEDB. (1) The peptide sequence is RKAGKSVVVLNRKTF. The MHC is DRB1_1101 with pseudo-sequence DRB1_1101. The binding affinity (normalized) is 0.666. (2) The peptide sequence is MMTGRMGERQLQKIE. The MHC is DRB1_0301 with pseudo-sequence DRB1_0301. The binding affinity (normalized) is 0.610. (3) The peptide sequence is TDRATLNPWASQKH. The MHC is DRB1_1201 with pseudo-sequence DRB1_1201. The binding affinity (normalized) is 0. (4) The peptide sequence is TIAAMMTSPLSVASM. The binding affinity (normalized) is 0.406. The MHC is DRB1_1101 with pseudo-sequence DRB1_1101.